From a dataset of CYP2C9 inhibition data for predicting drug metabolism from PubChem BioAssay. Regression/Classification. Given a drug SMILES string, predict its absorption, distribution, metabolism, or excretion properties. Task type varies by dataset: regression for continuous measurements (e.g., permeability, clearance, half-life) or binary classification for categorical outcomes (e.g., BBB penetration, CYP inhibition). Dataset: cyp2c9_veith. The molecule is Nc1nc2cc(Cl)ccc2o1. The result is 0 (non-inhibitor).